From a dataset of Forward reaction prediction with 1.9M reactions from USPTO patents (1976-2016). Predict the product of the given reaction. (1) Given the reactants [F:1][C@H:2]1[CH2:6][N:5](C(OC(C)(C)C)=O)[C@H:4]([C:14](=[O:34])[NH:15][C@@H:16]2[C@@H:23]3[C@@H:19]([CH2:20][N:21]([C:24]4[CH:29]=[CH:28][CH:27]=[C:26]([C:30]([F:33])([F:32])[F:31])[CH:25]=4)[CH2:22]3)[CH2:18][CH2:17]2)[CH2:3]1.Cl.O1CCOCC1, predict the reaction product. The product is: [F:1][C@@H:2]1[CH2:6][NH:5][C@H:4]([C:14]([NH:15][C@@H:16]2[C@@H:23]3[C@@H:19]([CH2:20][N:21]([C:24]4[CH:29]=[CH:28][CH:27]=[C:26]([C:30]([F:33])([F:32])[F:31])[CH:25]=4)[CH2:22]3)[CH2:18][CH2:17]2)=[O:34])[CH2:3]1. (2) Given the reactants [CH2:1]1[C:3]([NH2:7])([C:4]([OH:6])=[O:5])[CH2:2]1.[CH3:8][C:9]1[CH:30]=[CH:29][CH:28]=[CH:27][C:10]=1[C:11]([O:13][CH2:14][CH2:15][O:16][C:17](ON1C(=O)CCC1=O)=[O:18])=[O:12], predict the reaction product. The product is: [CH3:8][C:9]1[CH:30]=[CH:29][CH:28]=[CH:27][C:10]=1[C:11]([O:13][CH2:14][CH2:15][O:16][C:17]([NH:7][C:3]1([C:4]([OH:6])=[O:5])[CH2:2][CH2:1]1)=[O:18])=[O:12]. (3) Given the reactants Br[C:2]1[S:6](=[O:8])(=[O:7])[C:5]2[CH:9]=[C:10]([O:13][CH3:14])[CH:11]=[CH:12][C:4]=2[C:3]=1[O:15][C:16]1[CH:21]=[CH:20][C:19]([Br:22])=[CH:18][CH:17]=1.[BH4-].[Na+], predict the reaction product. The product is: [Br:22][C:19]1[CH:20]=[CH:21][C:16]([O:15][C:3]2[C:4]3[CH:12]=[CH:11][C:10]([O:13][CH3:14])=[CH:9][C:5]=3[S:6](=[O:8])(=[O:7])[CH:2]=2)=[CH:17][CH:18]=1.